From a dataset of Full USPTO retrosynthesis dataset with 1.9M reactions from patents (1976-2016). Predict the reactants needed to synthesize the given product. Given the product [C:11]([O:10][C:8](=[O:9])[CH:7]=[CH:41][CH:39]1[O:38][N:37]=[C:36]([C:33]2[CH:34]=[CH:35][C:30]([O:29][CH2:28][C:26]3[C:25]4[C:20](=[CH:21][CH:22]=[CH:23][CH:24]=4)[N:19]=[C:18]([CH3:17])[CH:27]=3)=[CH:31][CH:32]=2)[CH2:40]1)([CH3:12])([CH3:13])[CH3:14], predict the reactants needed to synthesize it. The reactants are: COP([CH2:7][C:8]([O:10][C:11]([CH3:14])([CH3:13])[CH3:12])=[O:9])(OC)=O.[H-].[Na+].[CH3:17][C:18]1[CH:27]=[C:26]([CH2:28][O:29][C:30]2[CH:35]=[CH:34][C:33]([C:36]3[CH2:40][CH:39]([CH:41]=O)[O:38][N:37]=3)=[CH:32][CH:31]=2)[C:25]2[C:20](=[CH:21][CH:22]=[CH:23][CH:24]=2)[N:19]=1.